Dataset: Forward reaction prediction with 1.9M reactions from USPTO patents (1976-2016). Task: Predict the product of the given reaction. (1) Given the reactants [NH:1]1[C:9]2[C:4](=[CH:5][C:6]([NH:10][C:11]3[CH:20]=[CH:19][C:18]([CH:21]4[CH2:23][CH2:22]4)=[CH:17][C:12]=3[C:13]([O:15][CH3:16])=[O:14])=[CH:7][CH:8]=2)[CH:3]=[CH:2]1.I[C:25]1[CH:30]=[CH:29][CH:28]=[CH:27][CH:26]=1.C1(P(C2CCCCC2)C2C=CC=CC=2C2C(C(C)C)=CC(C(C)C)=CC=2C(C)C)CCCCC1.P([O-])([O-])([O-])=O.[K+].[K+].[K+], predict the reaction product. The product is: [CH:21]1([C:18]2[CH:19]=[CH:20][C:11]([NH:10][C:6]3[CH:5]=[C:4]4[C:9](=[CH:8][CH:7]=3)[N:1]([C:25]3[CH:30]=[CH:29][CH:28]=[CH:27][CH:26]=3)[CH:2]=[CH:3]4)=[C:12]([CH:17]=2)[C:13]([O:15][CH3:16])=[O:14])[CH2:23][CH2:22]1. (2) Given the reactants Cl.[Cl:2][CH2:3][CH2:4][CH2:5][C:6]([C:8]1[CH:13]=[CH:12][C:11]([C:14]([CH3:19])([CH3:18])[C:15]([OH:17])=[O:16])=[CH:10][CH:9]=1)=[O:7].[CH2:20](O)[CH3:21], predict the reaction product. The product is: [Cl:2][CH2:3][CH2:4][CH2:5][C:6]([C:8]1[CH:13]=[CH:12][C:11]([C:14]([CH3:19])([CH3:18])[C:15]([O:17][CH2:20][CH3:21])=[O:16])=[CH:10][CH:9]=1)=[O:7].